Dataset: Catalyst prediction with 721,799 reactions and 888 catalyst types from USPTO. Task: Predict which catalyst facilitates the given reaction. (1) Reactant: C(NC(C)C)(C)C.C([Li])CCC.[Cl:13][C:14]1[CH:19]=[CH:18][N:17]=[C:16]2[CH:20]=[C:21]([C:23]3[S:24][CH:25]=[CH:26][N:27]=3)[S:22][C:15]=12.[CH3:28][C:29]([CH3:31])=[O:30]. Product: [Cl:13][C:14]1[CH:19]=[CH:18][N:17]=[C:16]2[CH:20]=[C:21]([C:23]3[S:24][C:25]([C:29]([OH:30])([CH3:31])[CH3:28])=[CH:26][N:27]=3)[S:22][C:15]=12. The catalyst class is: 30. (2) Reactant: [O:1]=[C:2]([CH3:34])[CH2:3][NH:4][C:5](=O)[C:6]1[CH:11]=[CH:10][C:9]([C:12]2([C:19]3[CH:24]=[CH:23][C:22]([O:25][CH2:26][C:27]4[CH:32]=[CH:31][CH:30]=[CH:29][N:28]=4)=[CH:21][CH:20]=3)[CH2:17][CH:16]3[CH2:18][CH:13]2[CH2:14][CH2:15]3)=[CH:8][CH:7]=1. Product: [CH3:34][C:2]1[O:1][C:5]([C:6]2[CH:11]=[CH:10][C:9]([C:12]3([C:19]4[CH:20]=[CH:21][C:22]([O:25][CH2:26][C:27]5[CH:32]=[CH:31][CH:30]=[CH:29][N:28]=5)=[CH:23][CH:24]=4)[CH2:17][CH:16]4[CH2:18][CH:13]3[CH2:14][CH2:15]4)=[CH:8][CH:7]=2)=[N:4][CH:3]=1. The catalyst class is: 309.